This data is from Catalyst prediction with 721,799 reactions and 888 catalyst types from USPTO. The task is: Predict which catalyst facilitates the given reaction. (1) Reactant: [Br:1][C:2]1[CH:3]=[CH:4][C:5]([O:32][C:33]([C:36](O)=[O:37])([CH3:35])[CH3:34])=[C:6]([CH:8]2[C:13]3([C:21]4[C:16](=[CH:17][C:18]([Cl:22])=[CH:19][CH:20]=4)[NH:15][C:14]3=[O:23])[CH:12]([C:24]3[CH:29]=[CH:28][CH:27]=[C:26]([Cl:30])[CH:25]=3)[CH2:11][C:10](=[O:31])[NH:9]2)[CH:7]=1.CCN=C=NCCCN(C)C.C1C=CC2N(O)N=NC=2C=1.CCN(C(C)C)C(C)C.Cl.[F:70][C:71]([F:75])([F:74])[CH2:72][NH2:73]. Product: [Br:1][C:2]1[CH:3]=[CH:4][C:5]([O:32][C:33]([CH3:35])([C:36](=[O:37])[NH:73][CH2:72][C:71]([F:75])([F:74])[F:70])[CH3:34])=[C:6]([CH:8]2[C:13]3([C:21]4[C:16](=[CH:17][C:18]([Cl:22])=[CH:19][CH:20]=4)[NH:15][C:14]3=[O:23])[CH:12]([C:24]3[CH:29]=[CH:28][CH:27]=[C:26]([Cl:30])[CH:25]=3)[CH2:11][C:10](=[O:31])[NH:9]2)[CH:7]=1. The catalyst class is: 1. (2) Reactant: [Br:1][C:2]1[N:7]2[N:8]=[C:9]([CH2:16][CH3:17])[C:10]([NH:11][CH2:12][CH:13]3[CH2:15][CH2:14]3)=[C:6]2[CH:5]=[CH:4][CH:3]=1.[O:18]1[CH2:23][CH2:22][CH:21]([CH:24]=O)[CH2:20][CH2:19]1.C(O[BH-](OC(=O)C)OC(=O)C)(=O)C.[Na+].C(=O)(O)[O-].[Na+]. Product: [Br:1][C:2]1[N:7]2[N:8]=[C:9]([CH2:16][CH3:17])[C:10]([N:11]([CH2:12][CH:13]3[CH2:14][CH2:15]3)[CH2:24][CH:21]3[CH2:22][CH2:23][O:18][CH2:19][CH2:20]3)=[C:6]2[CH:5]=[CH:4][CH:3]=1. The catalyst class is: 7. (3) Reactant: [Cl:1][C:2]1[CH:7]=[CH:6][C:5]([C:8]2[CH:13]=[CH:12][C:11]([CH2:14][CH2:15][S:16][CH:17]([CH2:21][CH2:22][OH:23])[C:18]([Na])=[O:19])=[CH:10][CH:9]=2)=[CH:4][CH:3]=1.O.[C:25](=O)(O)[O-:26].[Na+].CI. Product: [Cl:1][C:2]1[CH:7]=[CH:6][C:5]([C:8]2[CH:13]=[CH:12][C:11]([CH2:14][CH2:15][S:16][CH:17]([CH2:21][CH2:22][OH:23])[C:18]([O:26][CH3:25])=[O:19])=[CH:10][CH:9]=2)=[CH:4][CH:3]=1. The catalyst class is: 9. (4) Reactant: Cl[C:2]1[N:7]=[C:6]([S:8][CH3:9])[N:5]=[C:4]([N:10]2[C:14]3[CH:15]=[CH:16][CH:17]=[C:18]([O:19][CH3:20])[C:13]=3[N:12]=[C:11]2[CH:21]([F:23])[F:22])[CH:3]=1.[NH:24]1[CH2:29][CH2:28][O:27][CH2:26][CH2:25]1. Product: [F:22][CH:21]([F:23])[C:11]1[N:10]([C:4]2[CH:3]=[C:2]([N:24]3[CH2:29][CH2:28][O:27][CH2:26][CH2:25]3)[N:7]=[C:6]([S:8][CH3:9])[N:5]=2)[C:14]2[CH:15]=[CH:16][CH:17]=[C:18]([O:19][CH3:20])[C:13]=2[N:12]=1. The catalyst class is: 20.